Dataset: Full USPTO retrosynthesis dataset with 1.9M reactions from patents (1976-2016). Task: Predict the reactants needed to synthesize the given product. (1) The reactants are: CO.[OH:3][C@H:4]1[CH2:9][CH2:8][CH2:7][CH2:6][C@@H:5]1[NH:10][C:11]([C@@H:13]1[C@@H:15]([CH2:16][CH2:17][CH2:18][CH3:19])[O:14]1)=[O:12].[N-:20]=[N+:21]=[N-:22].[Na+].S([O-])([O-])(=O)=O.[Mg+2]. Given the product [OH:3][C@H:4]1[CH2:9][CH2:8][CH2:7][CH2:6][C@@H:5]1[NH:10][C:11](=[O:12])[C@@H:13]([OH:14])[C@@H:15]([N:20]=[N+:21]=[N-:22])[CH2:16][CH2:17][CH2:18][CH3:19], predict the reactants needed to synthesize it. (2) The reactants are: F[C:2]1[CH:7]=[CH:6][C:5]([N+:8]([O-:10])=[O:9])=[C:4]([O:11][CH3:12])[CH:3]=1.[NH:13]1[CH2:18][CH2:17][CH:16]([N:19]2[CH2:24][CH2:23][O:22][CH2:21][CH2:20]2)[CH2:15][CH2:14]1. Given the product [CH3:12][O:11][C:4]1[CH:3]=[C:2]([N:13]2[CH2:18][CH2:17][CH:16]([N:19]3[CH2:24][CH2:23][O:22][CH2:21][CH2:20]3)[CH2:15][CH2:14]2)[CH:7]=[CH:6][C:5]=1[N+:8]([O-:10])=[O:9], predict the reactants needed to synthesize it.